From a dataset of Reaction yield outcomes from USPTO patents with 853,638 reactions. Predict the reaction yield, written as a fraction of the theoretical maximum amount of product (1.0 means a 100% yield; for example, 0.34 means a 34% yield). (1) The reactants are Cl[C:2]1[C:7]([NH2:8])=[C:6]([Cl:9])[N:5]=[C:4]([CH3:10])[N:3]=1.[C:11]([N:16]=[C:17]=[S:18])(=[O:15])[O:12][CH2:13][CH3:14]. The catalyst is C1(C)C=CC=CC=1. The product is [Cl:9][C:6]1[C:7]2[N:8]=[C:17]([NH:16][C:11](=[O:15])[O:12][CH2:13][CH3:14])[S:18][C:2]=2[N:3]=[C:4]([CH3:10])[N:5]=1. The yield is 0.705. (2) The reactants are C(N(C(C)C)CC)(C)C.C1(N[S:17]([C:20]([F:23])([F:22])[F:21])(=[O:19])=[O:18])C=CC=CC=1.[CH3:24][O:25][C:26](=[O:41])[C:27]([NH:30][C:31]([C:33]1[C:38]([OH:39])=[CH:37][C:36]([OH:40])=[CH:35][N:34]=1)=[O:32])([CH3:29])[CH3:28]. The catalyst is CO. The product is [CH3:24][O:25][C:26](=[O:41])[C:27]([NH:30][C:31]([C:33]1[C:38]([OH:39])=[CH:37][C:36]([O:40][S:17]([C:20]([F:21])([F:22])[F:23])(=[O:18])=[O:19])=[CH:35][N:34]=1)=[O:32])([CH3:29])[CH3:28]. The yield is 0.360. (3) The reactants are [F:1][C:2]1[CH:7]=[CH:6][C:5]([NH:8][C:9]([NH:11][C:12]([NH:14][CH2:15][C:16]2[CH:21]=[CH:20][C:19]([C:22]3[N:26]=[CH:25][N:24]([C:27]4[CH:32]=[CH:31][C:30]([O:33][C:34]([F:37])([F:36])[F:35])=[CH:29][CH:28]=4)[N:23]=3)=[CH:18][CH:17]=2)=[O:13])=[S:10])=[C:4]([CH:38]([CH3:40])[CH3:39])[CH:3]=1.[C:41]([O-])(=[O:43])[CH3:42].[Na+].BrCC(OC)=O.C(#N)C. The catalyst is [Cl-].[Na+].O.ClCCl. The product is [F:1][C:2]1[CH:7]=[CH:6][C:5]([N:8]2[C:41](=[O:43])[CH2:42][S:10]/[C:9]/2=[N:11]\[C:12]([NH:14][CH2:15][C:16]2[CH:21]=[CH:20][C:19]([C:22]3[N:26]=[CH:25][N:24]([C:27]4[CH:32]=[CH:31][C:30]([O:33][C:34]([F:37])([F:35])[F:36])=[CH:29][CH:28]=4)[N:23]=3)=[CH:18][CH:17]=2)=[O:13])=[C:4]([CH:38]([CH3:40])[CH3:39])[CH:3]=1. The yield is 0.580. (4) The reactants are [N:8]1(C([N:8]2[CH:12]=[CH:11][N:10]=[CH:9]2)=N)[CH:12]=[CH:11][N:10]=[CH:9]1.N[C:14]1[CH:19]=[CH:18]C(C)=C[C:15]=1[OH:21]. The catalyst is C1COCC1. The product is [O:21]1[C:15]2[CH:14]=[CH:19][CH:18]=[CH:12][C:11]=2[N:10]=[C:9]1[NH2:8]. The yield is 0.920. (5) The reactants are [NH:1]1[CH:5]=[C:4]([C:6]([O:8][CH2:9][CH3:10])=[O:7])[N:3]=[CH:2]1.C([O-])([O-])=O.[Cs+].[Cs+].Br[CH2:18][C:19]1[CH:24]=[CH:23][CH:22]=[C:21]([F:25])[CH:20]=1.CCOC(C)=O. The catalyst is CN(C)C=O. The product is [F:25][C:21]1[CH:20]=[C:19]([CH:24]=[CH:23][CH:22]=1)[CH2:18][N:1]1[CH:5]=[C:4]([C:6]([O:8][CH2:9][CH3:10])=[O:7])[N:3]=[CH:2]1. The yield is 0.960. (6) The yield is 0.0700. The product is [CH3:8][S:9][C:10]1[N:27]=[C:30]([S:18][CH3:21])[C:2]2[O:1][CH2:6][CH2:5][CH2:4][C:3]=2[N:11]=1. The reactants are [O:1]1[CH2:6][CH2:5][CH2:4][C:3](=O)[CH2:2]1.[CH3:8][S:9][C:10]#[N:11].FC(F)(F)S(O[S:18]([C:21](F)(F)F)(=O)=O)(=O)=O.[N+:27]([CH3:30])([O-])=O. No catalyst specified. (7) The reactants are Cl.CN(C)CCCN=C=NCC.[CH:13]1([CH2:16][NH2:17])[CH2:15][CH2:14]1.[CH2:18]([O:20][P:21]([CH2:26][C:27](O)=[O:28])([O:23][CH2:24][CH3:25])=[O:22])[CH3:19].O.ON1C2C=CC=CC=2N=N1. The catalyst is C(Cl)Cl. The product is [CH:13]1([CH2:16][NH:17][C:27](=[O:28])[CH2:26][P:21](=[O:22])([O:23][CH2:24][CH3:25])[O:20][CH2:18][CH3:19])[CH2:15][CH2:14]1. The yield is 1.00. (8) The reactants are [NH2:1][C:2]1[N:7]([CH2:8][CH3:9])[C:6](=[O:10])[NH:5][C:4](=[O:11])[C:3]=1[NH:12][C:13](=O)[C:14]#[C:15][C:16]1[CH:21]=[CH:20][C:19]([O:22][CH3:23])=[C:18]([O:24][CH3:25])[CH:17]=1.O. The catalyst is CN(C)C=O. The product is [CH3:25][O:24][C:18]1[CH:17]=[C:16]([C:15]#[C:14][C:13]2[NH:12][C:3]3[C:4](=[O:11])[NH:5][C:6](=[O:10])[N:7]([CH2:8][CH3:9])[C:2]=3[N:1]=2)[CH:21]=[CH:20][C:19]=1[O:22][CH3:23]. The yield is 0.740.